Dataset: Catalyst prediction with 721,799 reactions and 888 catalyst types from USPTO. Task: Predict which catalyst facilitates the given reaction. Reactant: [C:1]([O:9][C:10]1([CH2:13][O:14]S(C)(=O)=O)[CH2:12][CH2:11]1)(=[O:8])[C:2]1[CH:7]=[CH:6][CH:5]=[CH:4][CH:3]=1.[F:19][C:20]1[CH:21]=[C:22]([N:40](C2C=CC(F)=CC=2)[C:41]([C:43]2([C:46]([NH2:48])=[O:47])[CH2:45][CH2:44]2)=[O:42])[CH:23]=[CH:24][C:25]=1[O:26][C:27]1[C:36]2[C:31](=[CH:32][C:33](O)=[C:34]([O:37][CH3:38])[CH:35]=2)[N:30]=[CH:29][CH:28]=1.C([O-])([O-])=O.[Cs+].[Cs+]. The catalyst class is: 44. Product: [C:1]([O:9][C:10]1([CH2:13][O:14][C:33]2[CH:32]=[C:31]3[C:36]([C:27]([O:26][C:25]4[CH:24]=[CH:23][C:22]([NH:40][C:41]([C:43]5([C:46](=[O:47])[NH2:48])[CH2:45][CH2:44]5)=[O:42])=[CH:21][C:20]=4[F:19])=[CH:28][CH:29]=[N:30]3)=[CH:35][C:34]=2[O:37][CH3:38])[CH2:12][CH2:11]1)(=[O:8])[C:2]1[CH:7]=[CH:6][CH:5]=[CH:4][CH:3]=1.